From a dataset of Full USPTO retrosynthesis dataset with 1.9M reactions from patents (1976-2016). Predict the reactants needed to synthesize the given product. (1) The reactants are: [CH2:1]([C:4]1[CH:9]=[CH:8][C:7]([Br:10])=[CH:6][CH:5]=1)C=C.C[N+]1([O-])[CH2:17][CH2:16][O:15]CC1.[OH2:19]. Given the product [Br:10][C:7]1[CH:8]=[CH:9][C:4]([CH2:1][CH:16]([OH:15])[CH2:17][OH:19])=[CH:5][CH:6]=1, predict the reactants needed to synthesize it. (2) Given the product [CH3:14][C:15]1[C:16]2[CH:31]=[C:30]([CH3:32])[CH:29]=[CH:28][C:17]=2[S:18][C:19]=1[CH:20]([C:22]1[CH:27]=[CH:26][CH:25]=[CH:24][CH:23]=1)[C:4]1[C:3](=[O:7])[C:2]([CH3:1])([C:8]2[CH:13]=[CH:12][CH:11]=[CH:10][CH:9]=2)[C:5]=1[OH:6], predict the reactants needed to synthesize it. The reactants are: [CH3:1][C:2]1([C:8]2[CH:13]=[CH:12][CH:11]=[CH:10][CH:9]=2)[C:5](=[O:6])[CH2:4][C:3]1=[O:7].[CH3:14][C:15]1[C:16]2[CH:31]=[C:30]([CH3:32])[CH:29]=[CH:28][C:17]=2[S:18][C:19]=1[CH:20]([C:22]1[CH:27]=[CH:26][CH:25]=[CH:24][CH:23]=1)O. (3) Given the product [CH3:54][C@@H:49]1[CH2:48][N:47]([C:33]2[C:32]([CH2:31][OH:30])=[CH:45][C:36]3[C:37]([C:40]([NH:12][CH2:11][C:8]4[CH:9]=[CH:10][N:5]=[CH:6][CH:7]=4)=[O:41])=[N:38][O:39][C:35]=3[C:34]=2[F:46])[CH2:52][C@H:51]([CH3:53])[O:50]1, predict the reactants needed to synthesize it. The reactants are: C[Al](C)C.[N:5]1[CH:10]=[CH:9][C:8]([CH2:11][NH2:12])=[CH:7][CH:6]=1.[Si]([O:30][CH2:31][C:32]1[C:33]([N:47]2[CH2:52][C@H:51]([CH3:53])[O:50][C@H:49]([CH3:54])[CH2:48]2)=[C:34]([F:46])[C:35]2[O:39][N:38]=[C:37]([C:40](OCC)=[O:41])[C:36]=2[CH:45]=1)(C(C)(C)C)(C1C=CC=CC=1)C1C=CC=CC=1.S([O-])([O-])(=O)=O.[Na+].[Na+].C(O)(=O)C.CCCC[N+](CCCC)(CCCC)CCCC.[F-].